Predict which catalyst facilitates the given reaction. From a dataset of Catalyst prediction with 721,799 reactions and 888 catalyst types from USPTO. Reactant: [Cl:1][C:2]1[CH:8]=[CH:7][C:6]([N+:9]([O-:11])=[O:10])=[CH:5][C:3]=1[NH2:4].[C:12](Cl)(=[O:19])[C:13]1[CH:18]=[CH:17][CH:16]=[CH:15][CH:14]=1.C(N(CC)CC)C.CCOC(C)=O. Product: [Cl:1][C:2]1[CH:8]=[CH:7][C:6]([N+:9]([O-:11])=[O:10])=[CH:5][C:3]=1[NH:4][C:12](=[O:19])[C:13]1[CH:18]=[CH:17][CH:16]=[CH:15][CH:14]=1. The catalyst class is: 1.